Dataset: Catalyst prediction with 721,799 reactions and 888 catalyst types from USPTO. Task: Predict which catalyst facilitates the given reaction. (1) Product: [C:6]([C@@H:2]([NH:1][CH2:10][CH2:9][CH2:15][S:12]([OH:14])(=[O:13])=[O:11])[CH:3]([CH3:5])[CH3:4])(=[O:7])[NH2:8]. Reactant: [NH2:1][C@H:2]([C:6]([NH2:8])=[O:7])[CH:3]([CH3:5])[CH3:4].[CH2:9]1[CH2:15][S:12](=[O:14])(=[O:13])[O:11][CH2:10]1. The catalyst class is: 30. (2) Reactant: [CH3:1][O:2][C:3](=[O:15])[C:4]1[CH:9]=[CH:8][C:7]([OH:10])=[C:6]([C:11]([F:14])([F:13])[F:12])[CH:5]=1.C(N(CC)CC)C.[F:23][C:24]([F:37])([F:36])[S:25](O[S:25]([C:24]([F:37])([F:36])[F:23])(=[O:27])=[O:26])(=[O:27])=[O:26].C(=O)(O)[O-].[Na+]. Product: [CH3:1][O:2][C:3](=[O:15])[C:4]1[CH:9]=[CH:8][C:7]([O:10][S:25]([C:24]([F:37])([F:36])[F:23])(=[O:27])=[O:26])=[C:6]([C:11]([F:13])([F:12])[F:14])[CH:5]=1. The catalyst class is: 143. (3) Reactant: [F:1][C:2]1[CH:27]=[CH:26][CH:25]=[C:24]([F:28])[C:3]=1[C:4]([NH:6][C:7]1[CH:11]=[CH:10][N:9]([CH2:12][C:13]2[CH:18]=[CH:17][C:16]([OH:19])=[CH:15][C:14]=2[C:20]([F:23])([F:22])[F:21])[N:8]=1)=[O:5].[CH3:29]C(C)([O-])C.[K+].CI. Product: [F:28][C:24]1[CH:25]=[CH:26][CH:27]=[C:2]([F:1])[C:3]=1[C:4]([NH:6][C:7]1[CH:11]=[CH:10][N:9]([CH2:12][C:13]2[CH:18]=[CH:17][C:16]([O:19][CH3:29])=[CH:15][C:14]=2[C:20]([F:23])([F:21])[F:22])[N:8]=1)=[O:5]. The catalyst class is: 16.